The task is: Predict which catalyst facilitates the given reaction.. This data is from Catalyst prediction with 721,799 reactions and 888 catalyst types from USPTO. (1) The catalyst class is: 93. Product: [CH2:25]([O:32][C:33](=[O:50])[C:34]([CH3:35])([O:36][C:37]1[CH:42]=[CH:41][CH:40]=[C:39]([CH:43]2[CH2:48][CH2:47][CH2:46][N:45]([C:13](=[O:14])[NH:8][CH2:7][C:6]3[CH:9]=[CH:10][C:3]([C:2]([F:11])([F:12])[F:1])=[CH:4][CH:5]=3)[CH2:44]2)[CH:38]=1)[CH3:49])[C:26]1[CH:31]=[CH:30][CH:29]=[CH:28][CH:27]=1. Reactant: [F:1][C:2]([F:12])([F:11])[C:3]1[CH:10]=[CH:9][C:6]([CH2:7][NH2:8])=[CH:5][CH:4]=1.[C:13](N1C=CN=C1)(N1C=CN=C1)=[O:14].[CH2:25]([O:32][C:33](=[O:50])[C:34]([CH3:49])([O:36][C:37]1[CH:42]=[CH:41][CH:40]=[C:39]([CH:43]2[CH2:48][CH2:47][CH2:46][NH:45][CH2:44]2)[CH:38]=1)[CH3:35])[C:26]1[CH:31]=[CH:30][CH:29]=[CH:28][CH:27]=1.Cl. (2) Reactant: [Br:1][C:2]1[CH:3]=[C:4]2[C:9](=[C:10]([Cl:12])[CH:11]=1)[NH:8][C:7](=[O:13])[CH2:6][CH2:5]2.[CH3:14]C(C)([O-])C.[K+].CI.O. Product: [Br:1][C:2]1[CH:3]=[C:4]2[C:9](=[C:10]([Cl:12])[CH:11]=1)[N:8]([CH3:14])[C:7](=[O:13])[CH2:6][CH2:5]2. The catalyst class is: 3. (3) Reactant: [C:1]([CH2:3]P(=O)(OCC)OCC)#[N:2].CC(C)([O-])C.[K+].[N:18]1([C:24]2[CH:25]=[N:26][CH:27]=[C:28]([CH:31]=2)[CH:29]=O)[CH2:23][CH2:22][O:21][CH2:20][CH2:19]1. Product: [N:18]1([C:24]2[CH:31]=[C:28](/[CH:29]=[CH:3]/[C:1]#[N:2])[CH:27]=[N:26][CH:25]=2)[CH2:23][CH2:22][O:21][CH2:20][CH2:19]1. The catalyst class is: 1. (4) Reactant: [CH3:1][C:2]1[CH:7]=[CH:6][C:5]([CH:8]([C:10]2[N:14]=[C:13]([C@H:15]3[CH2:19][CH2:18][C@H:17]([NH:20][C:21]4[N:26]=[CH:25][N:24]=[C:23]5[NH:27][N:28]=[CH:29][C:22]=45)[CH2:16]3)[O:12][N:11]=2)O)=[CH:4][CH:3]=1.CCN(S(F)(F)[F:36])CC. Product: [F:36][CH:8]([C:5]1[CH:4]=[CH:3][C:2]([CH3:1])=[CH:7][CH:6]=1)[C:10]1[N:14]=[C:13]([C@H:15]2[CH2:19][CH2:18][C@H:17]([NH:20][C:21]3[N:26]=[CH:25][N:24]=[C:23]4[NH:27][N:28]=[CH:29][C:22]=34)[CH2:16]2)[O:12][N:11]=1. The catalyst class is: 2. (5) Reactant: [Si:1](Cl)([C:4]([CH3:7])([CH3:6])[CH3:5])([CH3:3])[CH3:2].[CH2:9]([NH:16][CH2:17][CH2:18][OH:19])[C:10]1[CH:15]=[CH:14][CH:13]=[CH:12][CH:11]=1.C(N(C(C)C)CC)(C)C.C(OCC)C. Product: [CH2:9]([NH:16][CH2:17][CH2:18][O:19][Si:1]([C:4]([CH3:7])([CH3:6])[CH3:5])([CH3:3])[CH3:2])[C:10]1[CH:15]=[CH:14][CH:13]=[CH:12][CH:11]=1. The catalyst class is: 46. (6) Reactant: [CH2:1]([O:8][C:9]1[CH:10]=[C:11]([CH:14]=[CH:15][C:16]=1[O:17][CH3:18])C=O)[C:2]1[CH:7]=[CH:6][CH:5]=[CH:4][CH:3]=1.ClC1C=CC=C(C(OO)=[O:27])C=1.S([O-])([O-])(=O)=S.[Na+].[Na+]. Product: [CH2:1]([O:8][C:9]1[CH:10]=[C:11]([OH:27])[CH:14]=[CH:15][C:16]=1[O:17][CH3:18])[C:2]1[CH:7]=[CH:6][CH:5]=[CH:4][CH:3]=1. The catalyst class is: 2.